This data is from Catalyst prediction with 721,799 reactions and 888 catalyst types from USPTO. The task is: Predict which catalyst facilitates the given reaction. (1) The catalyst class is: 50. Product: [O:13]=[C:12]1[C:11]2[C:10](=[CH:20][CH:19]=[CH:18][CH:17]=2)[CH:4]([C:5]([O:7][CH2:8][CH3:9])=[O:6])[NH:1]1. Reactant: [N:1]([CH:4]([C:10]1[CH:20]=[CH:19][CH:18]=[CH:17][C:11]=1[C:12](OCC)=[O:13])[C:5]([O:7][CH2:8][CH3:9])=[O:6])=[N+]=[N-].C1CC=CCC=1.[Al].CCOC(C)=O. (2) Reactant: [CH:1](=O)[CH2:2][CH3:3].[CH:5](=[O:9])[CH:6]([CH3:8])[CH3:7].N1CCC[C@H]1C(O)=[O:13]. Product: [OH:9][C@@H:5]([CH:2]([CH3:3])[CH3:1])[C@H:6]([CH3:8])[CH:7]=[O:13]. The catalyst class is: 483. (3) Reactant: [CH:1]1([CH:7]([NH2:12])[CH2:8][C:9]([OH:11])=[O:10])[CH2:6][CH2:5][CH2:4][CH2:3][CH2:2]1.[OH-].[Na+].[C:15]([O:19][C:20](O[C:20]([O:19][C:15]([CH3:18])([CH3:17])[CH3:16])=[O:21])=[O:21])([CH3:18])([CH3:17])[CH3:16]. Product: [CH:1]1([CH:7]([NH:12][C:20]([O:19][C:15]([CH3:18])([CH3:17])[CH3:16])=[O:21])[CH2:8][C:9]([OH:11])=[O:10])[CH2:6][CH2:5][CH2:4][CH2:3][CH2:2]1. The catalyst class is: 6.